Dataset: Full USPTO retrosynthesis dataset with 1.9M reactions from patents (1976-2016). Task: Predict the reactants needed to synthesize the given product. (1) Given the product [Br:43][C:19]1[C:2]([Cl:1])=[C:3]([C:16]([Si:20]([CH3:23])([CH3:22])[CH3:21])=[CH:17][CH:18]=1)[C:4]([NH:6][CH2:7][CH3:8])=[O:5], predict the reactants needed to synthesize it. The reactants are: [Cl:1][C:2]1[CH:19]=[CH:18][CH:17]=[C:16]([Si:20]([CH3:23])([CH3:22])[CH3:21])[C:3]=1[C:4]([N:6](CC)[CH:7](OC)[C:8](C)(C)C)=[O:5].CN(CCN(C)C)C.[Li]C(CC)C.C1CCCCC1.[Br:43]CCBr. (2) Given the product [CH2:4]([CH:3]([CH2:12][CH3:11])[CH2:1][O:2][C:3]1[CH:12]=[CH:11][CH:10]=[C:9]2[C:4]=1[C:5](=[O:15])[N:6]([CH3:14])[C:7](=[O:13])[N:8]2[CH2:19][CH:20]([CH2:23][CH3:24])[CH2:21][CH3:22])[CH3:5], predict the reactants needed to synthesize it. The reactants are: [CH3:1][O:2][C:3]1[CH:12]=[CH:11][CH:10]=[C:9]2[C:4]=1[C:5](=[O:15])[N:6]([CH3:14])[C:7](=[O:13])[NH:8]2.[H-].[Na+].Br[CH2:19][CH:20]([CH2:23][CH3:24])[CH2:21][CH3:22]. (3) Given the product [C:33]([O:32][C:30](=[O:31])[NH:1][CH:2]([C:3]1[CH:8]=[CH:7][CH:6]=[CH:5][C:4]=1[F:9])[CH:10]1[CH2:11][CH2:12][N:13]([C@H:15]([C:17]2[CH:22]=[CH:21][CH:20]=[CH:19][CH:18]=2)[CH3:16])[CH2:14]1)([CH3:36])([CH3:35])[CH3:34], predict the reactants needed to synthesize it. The reactants are: [NH2:1][CH:2]([CH:10]1[CH2:14][N:13]([C@H:15]([C:17]2[CH:22]=[CH:21][CH:20]=[CH:19][CH:18]=2)[CH3:16])[C:12](=O)[CH2:11]1)[C:3]1[CH:8]=[CH:7][CH:6]=[CH:5][C:4]=1[F:9].[H-].[Al+3].[Li+].[H-].[H-].[H-].[C:30](O[C:30]([O:32][C:33]([CH3:36])([CH3:35])[CH3:34])=[O:31])([O:32][C:33]([CH3:36])([CH3:35])[CH3:34])=[O:31]. (4) Given the product [NH2:61][CH2:60][CH2:59][O:58][C:55]1[CH:56]=[CH:57][C:52]([CH2:51][C:49]2[C:48]([CH3:73])=[CH:47][C:46]([O:74][CH2:75][C:76]3[CH:81]=[CH:80][CH:79]=[CH:78][CH:77]=3)=[C:45]([C@@H:15]3[O:16][C@H:17]([CH2:36][O:37][CH2:38][C:39]4[CH:40]=[CH:41][CH:42]=[CH:43][CH:44]=4)[C@@H:18]([O:28][CH2:29][C:30]4[CH:35]=[CH:34][CH:33]=[CH:32][CH:31]=4)[C@H:19]([O:20][CH2:21][C:22]4[CH:27]=[CH:26][CH:25]=[CH:24][CH:23]=4)[C@H:14]3[O:13][CH2:6][C:7]3[CH:8]=[CH:9][CH:10]=[CH:11][CH:12]=3)[CH:50]=2)=[C:53]([CH3:72])[CH:54]=1, predict the reactants needed to synthesize it. The reactants are: O1CCCC1.[CH2:6]([O:13][C@@H:14]1[C@@H:19]([O:20][CH2:21][C:22]2[CH:27]=[CH:26][CH:25]=[CH:24][CH:23]=2)[C@H:18]([O:28][CH2:29][C:30]2[CH:35]=[CH:34][CH:33]=[CH:32][CH:31]=2)[C@@H:17]([CH2:36][O:37][CH2:38][C:39]2[CH:44]=[CH:43][CH:42]=[CH:41][CH:40]=2)[O:16][C@H:15]1[C:45]1[CH:50]=[C:49]([CH2:51][C:52]2[CH:57]=[CH:56][C:55]([O:58][CH2:59][CH2:60][N:61]3C(=O)C4C(=CC=CC=4)C3=O)=[CH:54][C:53]=2[CH3:72])[C:48]([CH3:73])=[CH:47][C:46]=1[O:74][CH2:75][C:76]1[CH:81]=[CH:80][CH:79]=[CH:78][CH:77]=1)[C:7]1[CH:12]=[CH:11][CH:10]=[CH:9][CH:8]=1.O.NN.[OH-].[Na+]. (5) Given the product [CH:1]1([CH2:6][N:7]([CH2:21][CH3:22])[C:8]2[C:9]([CH2:16][OH:17])=[N:10][C:11]([O:14][CH3:15])=[CH:12][CH:13]=2)[CH2:2][CH2:3][CH2:4][CH2:5]1, predict the reactants needed to synthesize it. The reactants are: [CH:1]1([CH2:6][N:7]([CH2:21][CH3:22])[C:8]2[C:9]([CH2:16][O:17]COC)=[N:10][C:11]([O:14][CH3:15])=[CH:12][CH:13]=2)[CH2:5][CH2:4][CH2:3][CH2:2]1.Cl.[OH-].[Na+]. (6) Given the product [CH:18]([O:17][CH:11]([CH2:10][C:7]1[CH:6]=[CH:5][C:4]([CH2:3][CH2:2][O:1][C:28](=[O:29])[NH:27][C:21]2[CH:26]=[CH:25][CH:24]=[CH:23][CH:22]=2)=[CH:9][CH:8]=1)[C:12]([OH:14])=[O:13])([CH3:19])[CH3:20], predict the reactants needed to synthesize it. The reactants are: [OH:1][CH2:2][CH2:3][C:4]1[CH:9]=[CH:8][C:7]([CH2:10][CH:11]([O:17][CH:18]([CH3:20])[CH3:19])[C:12]([O:14]CC)=[O:13])=[CH:6][CH:5]=1.[C:21]1([N:27]=[C:28]=[O:29])[CH:26]=[CH:25][CH:24]=[CH:23][CH:22]=1.